This data is from Forward reaction prediction with 1.9M reactions from USPTO patents (1976-2016). The task is: Predict the product of the given reaction. (1) Given the reactants [C:1]([NH:8][C@H:9]([CH2:13][CH3:14])[C:10]([OH:12])=O)([O:3]C(C)(C)C)=O.[CH2:15]([N:17]([CH2:22][C:23]1[CH:28]=[CH:27][CH:26]=[CH:25][CH:24]=1)CC(O)=O)C.C1(N=C=NC2CCCCC2)CCCCC1, predict the reaction product. The product is: [CH2:13]([C@H:9]1[NH:8][C:1](=[O:3])[CH2:15][N:17]([CH2:22][C:23]2[CH:28]=[CH:27][CH:26]=[CH:25][CH:24]=2)[C:10]1=[O:12])[CH3:14]. (2) Given the reactants [Br:1][C:2]1[CH:11]=[C:10]2[C:5]([C:6]([C:12]3[C:16]([C:17]4[CH:22]=[CH:21][CH:20]=[CH:19][N:18]=4)=[N:15][N:14]4[CH2:23][CH2:24][CH:25]([OH:26])[C:13]=34)=[CH:7][CH:8]=[N:9]2)=[CH:4][CH:3]=1.CC(OI1(OC(C)=O)(OC(C)=O)OC(=O)C2C=CC=CC1=2)=O, predict the reaction product. The product is: [Br:1][C:2]1[CH:11]=[C:10]2[C:5]([C:6]([C:12]3[C:16]([C:17]4[CH:22]=[CH:21][CH:20]=[CH:19][N:18]=4)=[N:15][N:14]4[CH2:23][CH2:24][C:25](=[O:26])[C:13]=34)=[CH:7][CH:8]=[N:9]2)=[CH:4][CH:3]=1. (3) Given the reactants [NH2:1][C:2]1[CH:9]=[C:8]([O:10][CH3:11])[C:7]([O:12][CH3:13])=[CH:6][C:3]=1[CH:4]=O.[NH2:14][C:15](N)=[O:16], predict the reaction product. The product is: [CH3:13][O:12][C:7]1[CH:6]=[C:3]2[C:2](=[CH:9][C:8]=1[O:10][CH3:11])[N:1]=[C:15]([OH:16])[N:14]=[CH:4]2. (4) The product is: [CH3:1][O:2][C:3]1[CH:4]=[C:5]([CH:6]=[CH:7][C:8]=1[CH3:9])[CH2:12][OH:19]. Given the reactants [CH3:1][O:2][C:3]1[CH:4]=[C:5]([CH3:12])[CH:6]=[CH:7][C:8]=1[C:9](O)=O.[BH4-].[Na+].[B].C([O:19]C(C)C)(C)C, predict the reaction product. (5) Given the reactants Cl.C[O:3][C:4]1[CH:5]=[C:6]2[C:11](=[CH:12][CH:13]=1)[C:10]([O:14][C:15]1[CH:29]=[CH:28][C:18]([O:19][CH2:20][CH2:21][N:22]3[CH2:27][CH2:26][CH2:25][CH2:24][CH2:23]3)=[CH:17][CH:16]=1)=[C:9]([C:30]1[CH:35]=[CH:34][C:33]([S:36][CH3:37])=[CH:32][C:31]=1[CH3:38])[CH:8]=[CH:7]2.B(Br)(Br)Br, predict the reaction product. The product is: [CH3:38][C:31]1[CH:32]=[C:33]([S:36][CH3:37])[CH:34]=[CH:35][C:30]=1[C:9]1[C:10]([O:14][C:15]2[CH:29]=[CH:28][C:18]([O:19][CH2:20][CH2:21][N:22]3[CH2:27][CH2:26][CH2:25][CH2:24][CH2:23]3)=[CH:17][CH:16]=2)=[C:11]2[C:6](=[CH:7][CH:8]=1)[CH:5]=[C:4]([OH:3])[CH:13]=[CH:12]2.